Dataset: CYP2C9 inhibition data for predicting drug metabolism from PubChem BioAssay. Task: Regression/Classification. Given a drug SMILES string, predict its absorption, distribution, metabolism, or excretion properties. Task type varies by dataset: regression for continuous measurements (e.g., permeability, clearance, half-life) or binary classification for categorical outcomes (e.g., BBB penetration, CYP inhibition). Dataset: cyp2c9_veith. (1) The molecule is CCCNC(=O)OC[C@@H]1O[C@H](CCO/N=C\[C@@H](OC)[C@H](C)/C=C\CC(=O)OC)C=C[C@@H]1Oc1ccc(OC)cc1. The result is 0 (non-inhibitor). (2) The result is 1 (inhibitor). The drug is Cc1cc(C)cc(C(=O)N(NC(=O)Nc2ccc(Cl)cc2)C(C)(C)C)c1.